Dataset: Catalyst prediction with 721,799 reactions and 888 catalyst types from USPTO. Task: Predict which catalyst facilitates the given reaction. (1) Reactant: [C:1]1([C:7]2([C:13]3[CH:18]=[CH:17][CH:16]=[CH:15][CH:14]=3)[CH2:12][CH2:11][CH2:10][NH:9][CH2:8]2)[CH:6]=[CH:5][CH:4]=[CH:3][CH:2]=1.[O:19]=[C:20]1[C:25]([C:32]2[CH:37]=[CH:36][CH:35]=[CH:34][CH:33]=2)([C:26]2[CH:31]=[CH:30][CH:29]=[CH:28][CH:27]=2)[CH2:24][CH2:23][CH2:22][N:21]1[CH2:38][C:39](O)=[O:40].Cl.C(N=C=NCCCN(C)C)C. Product: [C:1]1([C:7]2([C:13]3[CH:18]=[CH:17][CH:16]=[CH:15][CH:14]=3)[CH2:12][CH2:11][CH2:10][N:9]([C:39](=[O:40])[CH2:38][N:21]3[CH2:22][CH2:23][CH2:24][C:25]([C:32]4[CH:37]=[CH:36][CH:35]=[CH:34][CH:33]=4)([C:26]4[CH:31]=[CH:30][CH:29]=[CH:28][CH:27]=4)[C:20]3=[O:19])[CH2:8]2)[CH:2]=[CH:3][CH:4]=[CH:5][CH:6]=1. The catalyst class is: 112. (2) Product: [OH:16][C:15]1[N:2]2[N:1]=[CH:5][CH:4]=[C:3]2[N:6]=[C:8]([C:9]([O:11][CH2:12][CH3:13])=[O:10])[CH:14]=1. The catalyst class is: 52. Reactant: [NH:1]1[CH:5]=[CH:4][C:3]([NH2:6])=[N:2]1.O=[C:8]([CH2:14][C:15]([O-])=[O:16])[C:9]([O:11][CH2:12][CH3:13])=[O:10]. (3) Reactant: CC1(C)[O:6][C@H:5]([C:7]([N:9]2[CH2:14][CH2:13][C:12]([C:15]3[CH:20]=[CH:19][C:18]([N:21]4[CH2:25][C@H:24]([CH2:26][N:27]([C:35]5[CH:39]=[N:38][S:37][N:36]=5)C(OC(C)(C)C)=O)[O:23][C:22]4=[O:40])=[CH:17][C:16]=3[F:41])=[CH:11][CH2:10]2)=[O:8])[CH2:4][O:3]1.N.C(OCC)C. The catalyst class is: 574. Product: [OH:6][C@@H:5]([CH2:4][OH:3])[C:7]([N:9]1[CH2:14][CH2:13][C:12]([C:15]2[CH:20]=[CH:19][C:18]([N:21]3[CH2:25][C@H:24]([CH2:26][NH:27][C:35]4[CH:39]=[N:38][S:37][N:36]=4)[O:23][C:22]3=[O:40])=[CH:17][C:16]=2[F:41])=[CH:11][CH2:10]1)=[O:8]. (4) The catalyst class is: 2. Reactant: CCN(C(C)C)C(C)C.[C:10]([C:12]1[C:13]([N:25]2[CH2:28][CH:27]([C:29](O)=[O:30])[CH2:26]2)=[N:14][C:15]([O:23][CH3:24])=[C:16]([C:18]([O:20][CH2:21][CH3:22])=[O:19])[CH:17]=1)#[N:11].C1CN([P+](Br)(N2CCCC2)N2CCCC2)CC1.F[P-](F)(F)(F)(F)F.[C:56]1([S:62]([NH2:65])(=[O:64])=[O:63])[CH:61]=[CH:60][CH:59]=[CH:58][CH:57]=1. Product: [C:10]([C:12]1[C:13]([N:25]2[CH2:28][CH:27]([C:29](=[O:30])[NH:65][S:62]([C:56]3[CH:61]=[CH:60][CH:59]=[CH:58][CH:57]=3)(=[O:64])=[O:63])[CH2:26]2)=[N:14][C:15]([O:23][CH3:24])=[C:16]([CH:17]=1)[C:18]([O:20][CH2:21][CH3:22])=[O:19])#[N:11]. (5) Reactant: [Cl:1][C:2]1[CH:14]=[N:13][C:5]2[NH:6][C:7]3[CH2:12][CH2:11][NH:10][CH2:9][C:8]=3[C:4]=2[CH:3]=1.CCN(C(C)C)C(C)C.[Cl:24][C:25]1[CH:33]=[CH:32][CH:31]=[CH:30][C:26]=1[C:27](Cl)=[O:28].Cl.CCOCC. Product: [ClH:1].[Cl:24][C:25]1[CH:33]=[CH:32][CH:31]=[CH:30][C:26]=1[C:27]([N:10]1[CH2:11][CH2:12][C:7]2[NH:6][C:5]3[N:13]=[CH:14][C:2]([Cl:1])=[CH:3][C:4]=3[C:8]=2[CH2:9]1)=[O:28]. The catalyst class is: 1.